This data is from Full USPTO retrosynthesis dataset with 1.9M reactions from patents (1976-2016). The task is: Predict the reactants needed to synthesize the given product. (1) Given the product [Cl:28][CH2:14][C:13]1[C:8]([C:4]2[CH:5]=[CH:6][CH:7]=[C:2]([F:1])[CH:3]=2)=[N:9][C:10]([CH3:16])=[N:11][CH:12]=1, predict the reactants needed to synthesize it. The reactants are: [F:1][C:2]1[CH:3]=[C:4]([C:8]2[C:13]([CH2:14]O)=[CH:12][N:11]=[C:10]([CH3:16])[N:9]=2)[CH:5]=[CH:6][CH:7]=1.C(N(CC)CC)C.CS([Cl:28])(=O)=O. (2) The reactants are: Cl[C:2]1[CH:7]=[C:6]([C:8]2[CH:13]=[CH:12][CH:11]=[CH:10][CH:9]=2)[N:5]=[C:4]([NH:14][C:15](=[O:29])[CH2:16][CH2:17][C:18]([C:20]2[CH:21]=[CH:22][C:23]3[O:27][CH2:26][CH2:25][C:24]=3[CH:28]=2)=[O:19])[CH:3]=1.C1(C2C=CC=CC=2)C=CC=CC=1P(C1CCCCC1)C1CCCCC1.C(=O)([O-])[O-].[K+].[K+].[OH:61][CH2:62][CH2:63][CH2:64][C:65]1[CH:66]=[C:67](B(O)O)[CH:68]=[CH:69][CH:70]=1. Given the product [O:27]1[C:23]2[CH:22]=[CH:21][C:20]([C:18](=[O:19])[CH2:17][CH2:16][C:15]([NH:14][C:4]3[CH:3]=[C:2]([C:69]4[CH:68]=[CH:67][CH:66]=[C:65]([CH2:64][CH2:63][CH2:62][OH:61])[CH:70]=4)[CH:7]=[C:6]([C:8]4[CH:13]=[CH:12][CH:11]=[CH:10][CH:9]=4)[N:5]=3)=[O:29])=[CH:28][C:24]=2[CH2:25][CH2:26]1, predict the reactants needed to synthesize it.